From a dataset of Forward reaction prediction with 1.9M reactions from USPTO patents (1976-2016). Predict the product of the given reaction. (1) The product is: [CH2:1]([O:8][C@@H:9]1[C@@H:13]2[O:14][CH2:15][C@@:10]1([CH2:27][O:28][C:33](=[O:34])[C:35]1[CH:40]=[CH:39][CH:38]=[CH:37][CH:36]=1)[O:11][C@H:12]2[N:16]1[CH:24]=[N:23][C:22]2[C:17]1=[N:18][C:19]([NH2:26])=[N:20][C:21]=2[Cl:25])[C:2]1[CH:7]=[CH:6][CH:5]=[CH:4][CH:3]=1. Given the reactants [CH2:1]([O:8][C@@H:9]1[C@@H:13]2[O:14][CH2:15][C@@:10]1([CH2:27][O:28]S(C)(=O)=O)[O:11][C@H:12]2[N:16]1[CH:24]=[N:23][C:22]2[C:17]1=[N:18][C:19]([NH2:26])=[N:20][C:21]=2[Cl:25])[C:2]1[CH:7]=[CH:6][CH:5]=[CH:4][CH:3]=1.[C:33](O[Na])([C:35]1[CH:40]=[CH:39][CH:38]=[CH:37][CH:36]=1)=[O:34].CCOC(C)=O.C([O-])(O)=O.[Na+], predict the reaction product. (2) The product is: [CH3:30][NH:31][CH2:12][CH:13]1[CH2:17][C:16]2[CH:18]=[CH:19][CH:20]=[C:21]([C:22]3[C:27]([CH3:28])=[CH:26][CH:25]=[CH:24][C:23]=3[CH3:29])[C:15]=2[O:14]1. Given the reactants CC1C=CC(S(O[CH2:12][CH:13]2[CH2:17][C:16]3[CH:18]=[CH:19][CH:20]=[C:21]([C:22]4[C:27]([CH3:28])=[CH:26][CH:25]=[CH:24][C:23]=4[CH3:29])[C:15]=3[O:14]2)(=O)=O)=CC=1.[CH3:30][NH2:31], predict the reaction product. (3) Given the reactants C[O:2][C:3]([C:5]1[N:6]=[C:7]([C:11]([CH3:14])([CH3:13])[CH3:12])[O:8][C:9]=1[CH3:10])=[O:4].[OH-].[Na+], predict the reaction product. The product is: [C:11]([C:7]1[O:8][C:9]([CH3:10])=[C:5]([C:3]([OH:4])=[O:2])[N:6]=1)([CH3:14])([CH3:13])[CH3:12]. (4) Given the reactants Br[C:2]1[CH:7]=[CH:6][C:5]([C:8]([F:11])([F:10])[F:9])=[CH:4][CH:3]=1.[CH2:12](B(O)O)[CH2:13][CH2:14][CH3:15].P(OC(C)C)(OC(C)C)OC(C)C.[OH-].[Na+], predict the reaction product. The product is: [CH2:12]([C:2]1[CH:7]=[CH:6][C:5]([C:8]([F:11])([F:10])[F:9])=[CH:4][CH:3]=1)[CH2:13][CH2:14][CH3:15]. (5) Given the reactants FC1C=C(OC)C=C[C:7]=1[O:8]C.CCN(S(F)(F)[F:18])CC.F[C:22]1[C:23](OC)=[CH:24][C:25]([CH:37]([CH3:39])[CH3:38])=[C:26]([CH:36]=1)[O:27][C:28]1[C:29]([NH2:35])=[N:30][C:31]([NH2:34])=[N:32][CH:33]=1.[ClH:42], predict the reaction product. The product is: [Cl:42][C:22]1[CH:23]=[C:24]([O:8][CH3:7])[C:25]([C:37]([F:18])([CH3:38])[CH3:39])=[C:26]([CH:36]=1)[O:27][C:28]1[C:29]([NH2:35])=[N:30][C:31]([NH2:34])=[N:32][CH:33]=1. (6) The product is: [C:1]([O:5][C:6]([NH:8][CH2:9][C:11]1[NH:12][C:40]([C:42]2[C:51]([F:52])=[CH:50][CH:49]=[C:48]3[C:43]=2[N:44]=[C:45]([NH:54][C:55]([CH3:58])([CH3:57])[CH3:56])[C:46]([CH3:53])=[N:47]3)=[CH:39][C:15]=1[C:16]([O:18][CH2:19][CH3:20])=[O:17])=[O:7])([CH3:4])([CH3:3])[CH3:2]. Given the reactants [C:1]([O:5][C:6]([NH:8][CH:9]([C:11]1[NH:12]C(C2C=CC=C3C=2N=C(NCC(F)(F)F)C(C)=N3)=C[C:15]=1[C:16]([O:18][CH2:19][CH3:20])=[O:17])C)=[O:7])([CH3:4])([CH3:3])[CH3:2].Br[CH2:39][C:40]([C:42]1[C:51]([F:52])=[CH:50][CH:49]=[C:48]2[C:43]=1[N:44]=[C:45]([NH:54][C:55]([CH3:58])([CH3:57])[CH3:56])[C:46]([CH3:53])=[N:47]2)=O.C(OC(NCC(=O)CC(OCC)=O)=O)(C)(C)C.C([O-])([O-])=O.[K+].[K+].C(OC(NCC(=O)C(CC(C1C(F)=CC=C2C=1N=C(NC(C)(C)C)C(C)=N2)=O)C(OCC)=O)=O)(C)(C)C, predict the reaction product. (7) Given the reactants [CH:1]([O:4][C:5]1[CH:10]=[CH:9][C:8](B2OC(C)(C)C(C)(C)O2)=[CH:7][N:6]=1)([CH3:3])[CH3:2].[OH:20][CH:21]1[CH2:26][CH2:25][CH:24]([CH2:27][CH2:28][CH:29]([NH:31][C:32](=[O:34])[CH3:33])[CH3:30])[CH2:23][CH2:22]1, predict the reaction product. The product is: [CH:1]([O:4][C:5]1[N:6]=[CH:7][C:8]([O:20][CH:21]2[CH2:22][CH2:23][CH:24]([CH2:27][CH2:28][CH:29]([NH:31][C:32](=[O:34])[CH3:33])[CH3:30])[CH2:25][CH2:26]2)=[CH:9][CH:10]=1)([CH3:2])[CH3:3]. (8) Given the reactants [H-].[Na+].[NH:3]1[CH:7]=[N:6][CH:5]=[N:4]1.Br[C:9]1[N:17]([CH2:18][C:19]2[CH:24]=[CH:23][C:22]([O:25][CH3:26])=[CH:21][CH:20]=2)[C:16]2[C:15](=[O:27])[N:14]3[C:28]([CH3:31])=[N:29][N:30]=[C:13]3[N:12]([CH2:32][CH2:33][CH2:34][CH2:35][CH3:36])[C:11]=2[N:10]=1, predict the reaction product. The product is: [CH3:26][O:25][C:22]1[CH:23]=[CH:24][C:19]([CH2:18][N:17]2[C:16]3[C:15](=[O:27])[N:14]4[C:28]([CH3:31])=[N:29][N:30]=[C:13]4[N:12]([CH2:32][CH2:33][CH2:34][CH2:35][CH3:36])[C:11]=3[N:10]=[C:9]2[N:4]2[CH2:5][NH:6][CH:7]=[N:3]2)=[CH:20][CH:21]=1.[CH3:26][O:25][C:22]1[CH:23]=[CH:24][C:19]([CH2:18][N:17]2[C:16]3[C:15](=[O:27])[N:14]4[C:28]([CH3:31])=[N:29][N:30]=[C:13]4[N:12]([CH2:32][CH2:33][CH2:34][CH2:35][CH3:36])[C:11]=3[N:10]=[C:9]2[N:3]2[CH:7]=[N:6][CH:5]=[N:4]2)=[CH:20][CH:21]=1. (9) Given the reactants [CH:1]12[CH2:7][CH:4]([CH2:5][CH2:6]1)[CH:3]=[CH:2]2.[N:8]([C:11]1[C:16]([F:17])=[C:15]([F:18])[C:14]([CH:19]=[CH:20][C:21]2[C:25]([CH3:27])([CH3:26])[O:24][C:23](=[C:28]([C:31]#[N:32])[C:29]#[N:30])[C:22]=2[C:33]#[N:34])=[C:13]([F:35])[C:12]=1[F:36])=[N+]=[N-].N1C=CNN1.N1CC1, predict the reaction product. The product is: [CH:1]12[CH2:7][CH:4]([CH2:5][CH2:6]1)[CH:3]1[CH:2]2[N:8]1[C:11]1[C:12]([F:36])=[C:13]([F:35])[C:14]([CH:19]=[CH:20][C:21]2[C:25]([CH3:27])([CH3:26])[O:24][C:23](=[C:28]([C:31]#[N:32])[C:29]#[N:30])[C:22]=2[C:33]#[N:34])=[C:15]([F:18])[C:16]=1[F:17].